From a dataset of Full USPTO retrosynthesis dataset with 1.9M reactions from patents (1976-2016). Predict the reactants needed to synthesize the given product. (1) Given the product [C:1]([C:3]1[CH:4]=[N:5][C:6]2[CH2:7][C:8]3[C:9]([N:28]=[CH:29][N:30]=3)=[CH:10][C:11]=2[C:12]=1[N:13]([C:16]1[CH:21]=[CH:20][C:19]([O:24][C:25]2[CH:35]=[CH:34][CH:33]=[CH:54][CH:53]=2)=[CH:18][CH:17]=1)[CH:14]=[O:15])#[N:2], predict the reactants needed to synthesize it. The reactants are: [C:1]([C:3]1[CH:4]=[N:5][C:6]2[CH2:7][C:8]3[C:9]([N:28]=[CH:29][N:30]=3)=[CH:10][C:11]=2[C:12]=1[N:13]([C:16]1[CH:21]=[C:20](OC)[C:19]([O:24][CH3:25])=[C:18](OC)[CH:17]=1)[CH:14]=[O:15])#[N:2].CO[C:33]1[CH:34]=[C:35](C=[C:53](OC)[C:54]=1OC)N[C:33]1[C:54]2C=C3N=CN=C3C[C:53]=2N=[CH:35][C:34]=1C#N.NC1C=C2C(=CC=1N)N=CC(C#N)=C2NC1C=CC(OC2C=CC=CC=2)=CC=1.C(OC(OCC)OCC)(=O)C. (2) Given the product [C:11]([C:9]1[CH:10]=[C:5]([C:1]([CH3:4])([CH3:3])[CH3:2])[C:6]2[O:32][C:33](=[O:34])[CH:15]([C:16]3[CH:21]=[CH:20][C:19]([C:22]([F:25])([F:23])[F:24])=[CH:18][CH:17]=3)[C:7]=2[CH:8]=1)([CH3:13])([CH3:12])[CH3:14], predict the reactants needed to synthesize it. The reactants are: [C:1]([C:5]1[CH:10]=[C:9]([C:11]([CH3:14])([CH3:13])[CH3:12])[CH:8]=[C:7]([CH:15](N2CCCCC2)[C:16]2[CH:21]=[CH:20][C:19]([C:22]([F:25])([F:24])[F:23])=[CH:18][CH:17]=2)[C:6]=1[OH:32])([CH3:4])([CH3:3])[CH3:2].[CH:33](O)=[O:34]. (3) Given the product [CH:1]1([N:4]2[C:12]3=[N:11][CH:10]=[CH:9][N:8]=[C:7]3[N:6]([C@H:13]3[CH2:16][C@H:15]([NH:17][C:18]4[S:19][C:20]([C:23]([N:27]5[CH2:32][CH2:31][O:30][CH2:29][CH2:28]5)=[O:25])=[CH:21][N:22]=4)[CH2:14]3)[C:5]2=[O:26])[CH2:2][CH2:3]1, predict the reactants needed to synthesize it. The reactants are: [CH:1]1([N:4]2[C:12]3[C:7](=[N:8][CH:9]=[CH:10][N:11]=3)[N:6]([C@H:13]3[CH2:16][C@H:15]([NH:17][C:18]4[S:19][C:20]([C:23]([OH:25])=O)=[CH:21][N:22]=4)[CH2:14]3)[C:5]2=[O:26])[CH2:3][CH2:2]1.[NH:27]1[CH2:32][CH2:31][O:30][CH2:29][CH2:28]1.C(N(C(C)C)CC)(C)C.F[P-](F)(F)(F)(F)F.N1(O[P+](N(C)C)(N(C)C)N(C)C)C2C=CC=CC=2N=N1. (4) Given the product [F:7][C:8]1[CH:13]=[C:12]([N+:14]([O-:16])=[O:15])[C:11]([CH2:1][N+:27]#[C-:26])=[CH:10][C:9]=1[O:17][CH3:18], predict the reactants needed to synthesize it. The reactants are: [CH3:1]C(C)([O-])C.[K+].[F:7][C:8]1[CH:13]=[C:12]([N+:14]([O-:16])=[O:15])[CH:11]=[CH:10][C:9]=1[O:17][CH3:18].ClC1C=CC(OC[C:26]#[N:27])=CC=1. (5) Given the product [Cl:3][C:12]([C:11]1[C:10]([CH3:19])=[C:9]([O:8][C:5](=[O:7])[CH3:6])[CH:17]=[C:16]([CH3:18])[CH:15]=1)=[O:13], predict the reactants needed to synthesize it. The reactants are: O=S(Cl)[Cl:3].[C:5]([O:8][C:9]1[C:10]([CH3:19])=[C:11]([CH:15]=[C:16]([CH3:18])[CH:17]=1)[C:12](O)=[O:13])(=[O:7])[CH3:6].CN(C=O)C.C([O-])(O)=O.[Na+]. (6) The reactants are: [CH2:1]([O:8][C:9]1[CH:27]=[C:26]2[C:12]([CH2:13][C:14]3[C:18]([C:19]4[CH:24]=[CH:23][C:22]([Br:25])=[CH:21][CH:20]=4)=[N:17][NH:16][C:15]=32)=[CH:11][C:10]=1[O:28][CH3:29])[C:2]1[CH:7]=[CH:6][CH:5]=[CH:4][CH:3]=1.[H-].[Na+].[CH3:32][Si:33]([CH3:40])([CH3:39])[CH2:34][CH2:35][O:36][CH2:37]Cl. Given the product [CH2:1]([O:8][C:9]1[CH:27]=[C:26]2[C:12]([CH2:13][C:14]3[C:18]([C:19]4[CH:20]=[CH:21][C:22]([Br:25])=[CH:23][CH:24]=4)=[N:17][N:16]([CH2:37][O:36][CH2:35][CH2:34][Si:33]([CH3:40])([CH3:39])[CH3:32])[C:15]=32)=[CH:11][C:10]=1[O:28][CH3:29])[C:2]1[CH:3]=[CH:4][CH:5]=[CH:6][CH:7]=1, predict the reactants needed to synthesize it. (7) Given the product [F:78][C:69]1[CH:68]=[C:67]([NH:8][C:5]2[N:4]=[C:3]([C:9]3[N:10]([CH:15]([CH3:17])[CH3:16])[C:11]([CH3:14])=[N:12][CH:13]=3)[C:2]([F:1])=[CH:7][N:6]=2)[CH:77]=[CH:76][C:70]=1[C:71]([N:73]([CH3:75])[CH3:74])=[O:72], predict the reactants needed to synthesize it. The reactants are: [F:1][C:2]1[C:3]([C:9]2[N:10]([CH:15]([CH3:17])[CH3:16])[C:11]([CH3:14])=[N:12][CH:13]=2)=[N:4][C:5]([NH2:8])=[N:6][CH:7]=1.CC1(C)C2C(=C(P(C3C=CC=CC=3)C3C=CC=CC=3)C=CC=2)OC2C(P(C3C=CC=CC=3)C3C=CC=CC=3)=CC=CC1=2.C(=O)([O-])[O-].[Cs+].[Cs+].Br[C:67]1[CH:77]=[CH:76][C:70]([C:71]([N:73]([CH3:75])[CH3:74])=[O:72])=[C:69]([F:78])[CH:68]=1.